From a dataset of Reaction yield outcomes from USPTO patents with 853,638 reactions. Predict the reaction yield, written as a fraction of the theoretical maximum amount of product (1.0 means a 100% yield; for example, 0.34 means a 34% yield). (1) The reactants are C([O:4][C@@H:5]([CH3:41])[C:6]([NH:8][CH2:9][C@@H:10]1[CH2:15][O:14][C@@H:13]([C@H:16]2[O:20][N:19]=[C:18]([C:21]3[CH:26]=[C:25]([C:27](=[O:39])[NH:28][CH2:29][C:30]4[CH:35]=[CH:34][C:33]([F:36])=[C:32]([O:37][CH3:38])[CH:31]=4)[N:24]=[C:23]([CH3:40])[N:22]=3)[CH2:17]2)[CH2:12][O:11]1)=[O:7])(=O)C.[OH-].[Li+]. The catalyst is C(#N)C.CCOC(C)=O. The product is [F:36][C:33]1[CH:34]=[CH:35][C:30]([CH2:29][NH:28][C:27]([C:25]2[CH:26]=[C:21]([C:18]3[CH2:17][C@@H:16]([C@H:13]4[CH2:12][O:11][C@H:10]([CH2:9][NH:8][C:6](=[O:7])[C@@H:5]([OH:4])[CH3:41])[CH2:15][O:14]4)[O:20][N:19]=3)[N:22]=[C:23]([CH3:40])[N:24]=2)=[O:39])=[CH:31][C:32]=1[O:37][CH3:38]. The yield is 0.520. (2) The reactants are [CH2:1]([N:4]([CH2:11][CH:12]=[CH2:13])[C:5](=[O:10])[C:6]([F:9])([F:8])[F:7])C=C. The catalyst is Cl[Ru](=CC1C=CC=CC=1)([P](C1CCCCC1)(C1CCCCC1)C1CCCCC1)([P](C1CCCCC1)(C1CCCCC1)C1CCCCC1)Cl.C(Cl)Cl. The product is [N:4]1([C:5](=[O:10])[C:6]([F:7])([F:8])[F:9])[CH2:1][CH:13]=[CH:12][CH2:11]1. The yield is 0.820.